This data is from Catalyst prediction with 721,799 reactions and 888 catalyst types from USPTO. The task is: Predict which catalyst facilitates the given reaction. (1) Reactant: Cl[C:2]1[N:7]=[C:6](Cl)[C:5]([N+:9]([O-:11])=[O:10])=[C:4]([CH3:12])[N:3]=1.[CH3:13][C:14]1[NH:15][CH:16]=[CH:17][N:18]=1.[CH2:19]([N:26]1[CH2:31][CH2:30][NH:29][CH2:28][CH2:27]1)[C:20]1[CH:25]=[CH:24][CH:23]=[CH:22][CH:21]=1. Product: [CH2:19]([N:26]1[CH2:31][CH2:30][N:29]([C:2]2[N:7]=[C:6]([N:15]3[CH:16]=[CH:17][N:18]=[C:14]3[CH3:13])[C:5]([N+:9]([O-:11])=[O:10])=[C:4]([CH3:12])[N:3]=2)[CH2:28][CH2:27]1)[C:20]1[CH:21]=[CH:22][CH:23]=[CH:24][CH:25]=1. The catalyst class is: 12. (2) Reactant: C(OC([N:8]1[CH2:12][C@@H:11]([CH2:13][N:14]([CH:31]([CH3:33])[CH3:32])[C:15](=[O:30])[C:16]2[CH:21]=[CH:20][C:19]([O:22][CH3:23])=[C:18]([O:24][CH2:25][CH2:26][CH2:27][O:28][CH3:29])[CH:17]=2)[C@H:10]([OH:34])[CH2:9]1)=O)(C)(C)C.Br[CH2:36][C:37]1[CH:38]=[C:39]([CH:42]=[CH:43][CH:44]=1)[C:40]#[N:41].CC#N.O.CC#N. Product: [C:40]([C:39]1[CH:38]=[C:37]([CH:44]=[CH:43][CH:42]=1)[CH2:36][O:34][C@@H:10]1[CH2:9][NH:8][CH2:12][C@H:11]1[CH2:13][N:14]([CH:31]([CH3:33])[CH3:32])[C:15](=[O:30])[C:16]1[CH:21]=[CH:20][C:19]([O:22][CH3:23])=[C:18]([O:24][CH2:25][CH2:26][CH2:27][O:28][CH3:29])[CH:17]=1)#[N:41]. The catalyst class is: 6. (3) Reactant: N1C=CC=CC=1.[C:7](Cl)(=[O:15])[O:8][C:9]1[CH:14]=[CH:13][CH:12]=[CH:11][CH:10]=1.[CH2:17]([O:19][C:20]1[N:25]=[C:24]([NH2:26])[CH:23]=[N:22][CH:21]=1)[CH3:18]. Product: [CH2:17]([O:19][C:20]1[N:25]=[C:24]([NH:26][C:7](=[O:15])[O:8][C:9]2[CH:14]=[CH:13][CH:12]=[CH:11][CH:10]=2)[CH:23]=[N:22][CH:21]=1)[CH3:18]. The catalyst class is: 2. (4) Reactant: [N:1]1[C:6]2[NH:7][CH:8]=[CH:9][C:5]=2[C:4]([C:10]2[CH:11]=[N:12][N:13]([CH:15]([CH2:19][CH2:20][CH2:21][CH2:22][CH3:23])[CH2:16][C:17]#[N:18])[CH:14]=2)=[N:3][CH:2]=1.[P:24](=[O:28])([OH:27])([OH:26])[OH:25]. Product: [P:24](=[O:25])([OH:28])([OH:27])[OH:26].[N:1]1[C:6]2[NH:7][CH:8]=[CH:9][C:5]=2[C:4]([C:10]2[CH:11]=[N:12][N:13]([CH:15]([CH2:19][CH2:20][CH2:21][CH2:22][CH3:23])[CH2:16][C:17]#[N:18])[CH:14]=2)=[N:3][CH:2]=1. The catalyst class is: 32. (5) Reactant: [NH2:1][C:2]1[C:3]([C:19]2[O:23][C:22]([C:24]3[CH:33]=[CH:32][C:27]([C:28](OC)=[O:29])=[CH:26][CH:25]=3)=[N:21][N:20]=2)=[N:4][C:5]([C:8]2[CH:13]=[CH:12][C:11]([C:14](=O)[N:15]([CH3:17])[CH3:16])=[CH:10][CH:9]=2)=[CH:6][N:7]=1.CC(C[AlH]CC(C)C)C.Cl.[OH-].[Na+]. Product: [NH2:1][C:2]1[C:3]([C:19]2[O:23][C:22]([C:24]3[CH:25]=[CH:26][C:27]([CH2:28][OH:29])=[CH:32][CH:33]=3)=[N:21][N:20]=2)=[N:4][C:5]([C:8]2[CH:13]=[CH:12][C:11]([CH2:14][N:15]([CH3:17])[CH3:16])=[CH:10][CH:9]=2)=[CH:6][N:7]=1. The catalyst class is: 1. (6) The catalyst class is: 1. Reactant: [CH:1]1([CH2:5][C:6]([O:8][CH2:9][C:10]2[CH:15]=[CH:14][CH:13]=[CH:12][CH:11]=2)=[O:7])[CH2:4][CH2:3][CH2:2]1.[Li+].C[Si]([N-][Si](C)(C)C)(C)C.C([C:28]([O:30][CH2:31][C:32]1[CH:37]=[CH:36][CH:35]=[CH:34][CH:33]=1)=[O:29])#N. Product: [CH:1]1([CH:5]([C:28]([O:30][CH2:31][C:32]2[CH:37]=[CH:36][CH:35]=[CH:34][CH:33]=2)=[O:29])[C:6]([O:8][CH2:9][C:10]2[CH:11]=[CH:12][CH:13]=[CH:14][CH:15]=2)=[O:7])[CH2:2][CH2:3][CH2:4]1.